This data is from NCI-60 drug combinations with 297,098 pairs across 59 cell lines. The task is: Regression. Given two drug SMILES strings and cell line genomic features, predict the synergy score measuring deviation from expected non-interaction effect. (1) Drug 1: CN(C)C1=NC(=NC(=N1)N(C)C)N(C)C. Drug 2: C1=CC(=CC=C1CC(C(=O)O)N)N(CCCl)CCCl.Cl. Cell line: A549. Synergy scores: CSS=32.9, Synergy_ZIP=4.90, Synergy_Bliss=9.73, Synergy_Loewe=-4.64, Synergy_HSA=6.01. (2) Cell line: SF-268. Drug 1: C1=CC(=C2C(=C1NCCNCCO)C(=O)C3=C(C=CC(=C3C2=O)O)O)NCCNCCO. Synergy scores: CSS=8.76, Synergy_ZIP=-7.77, Synergy_Bliss=-15.2, Synergy_Loewe=-49.3, Synergy_HSA=-18.6. Drug 2: N.N.Cl[Pt+2]Cl.